From a dataset of Catalyst prediction with 721,799 reactions and 888 catalyst types from USPTO. Predict which catalyst facilitates the given reaction. (1) The catalyst class is: 6. Product: [Cl:3][C:4]1[S:8][C:7]([C:9]2([N:20]([CH3:22])[CH3:21])[CH2:10][CH2:11][C:12]3([CH2:13][C:14](=[O:17])[N:15]([CH2:27][CH2:28][C:29]([O:32][CH3:33])([CH3:31])[CH3:30])[CH2:16]3)[CH2:18][CH2:19]2)=[CH:6][CH:5]=1. Reactant: [OH-].[Na+].[Cl:3][C:4]1[S:8][C:7]([C:9]2([N:20]([CH3:22])[CH3:21])[CH2:19][CH2:18][C:12]3([CH2:16][NH:15][C:14](=[O:17])[CH2:13]3)[CH2:11][CH2:10]2)=[CH:6][CH:5]=1.S(C1C=CC(C)=CC=1)(O[CH2:27][CH2:28][C:29]([O:32][CH3:33])([CH3:31])[CH3:30])(=O)=O. (2) Reactant: [F:1][C:2]1[CH:7]=[CH:6][C:5]([C:8]2[C:13](/[CH:14]=[CH:15]/[C:16](=[O:22])[CH2:17][C:18]([O:20][CH3:21])=[O:19])=[C:12]([CH:23]([CH3:25])[CH3:24])[N:11]=[C:10]([N:26]([CH3:31])[S:27]([CH3:30])(=[O:29])=[O:28])[N:9]=2)=[CH:4][CH:3]=1.[BH4-].[Na+].C(O)(=O)C.C(OCC)(=O)C. Product: [F:1][C:2]1[CH:7]=[CH:6][C:5]([C:8]2[C:13](/[CH:14]=[CH:15]/[CH:16]([OH:22])[CH2:17][C:18]([O:20][CH3:21])=[O:19])=[C:12]([CH:23]([CH3:25])[CH3:24])[N:11]=[C:10]([N:26]([CH3:31])[S:27]([CH3:30])(=[O:29])=[O:28])[N:9]=2)=[CH:4][CH:3]=1. The catalyst class is: 87. (3) Reactant: C=O.[C:3]([C:5]1[CH:10]=[CH:9][CH:8]=[CH:7][C:6]=1[C:11]1[C:12](=[O:30])[N:13]([C:23]2[CH:28]=[CH:27][CH:26]=[C:25]([NH2:29])[CH:24]=2)[CH:14]=[C:15]([C:17]2[CH:22]=[CH:21][CH:20]=[CH:19][N:18]=2)[CH:16]=1)#[N:4].[C:31](=O)(O)[O-].[Na+]. Product: [C:3]([C:5]1[CH:10]=[CH:9][CH:8]=[CH:7][C:6]=1[C:11]1[C:12](=[O:30])[N:13]([C:23]2[CH:28]=[CH:27][CH:26]=[C:25]([NH:29][CH3:31])[CH:24]=2)[CH:14]=[C:15]([C:17]2[CH:22]=[CH:21][CH:20]=[CH:19][N:18]=2)[CH:16]=1)#[N:4]. The catalyst class is: 15. (4) Reactant: [NH:1]1[CH2:6][CH2:5][C:4](=[N:7][O:8][CH:9]2[CH2:14][CH2:13][N:12]([C:15]([O:17][CH:18]([CH3:20])[CH3:19])=[O:16])[CH2:11][CH2:10]2)[CH2:3][CH2:2]1.[Br:21][C:22]1[CH:23]=[N:24][C:25](Cl)=[C:26]([F:28])[CH:27]=1.C(N(C(C)C)CC)(C)C. Product: [CH:18]([O:17][C:15]([N:12]1[CH2:11][CH2:10][CH:9]([O:8][N:7]=[C:4]2[CH2:3][CH2:2][N:1]([C:25]3[C:26]([F:28])=[CH:27][C:22]([Br:21])=[CH:23][N:24]=3)[CH2:6][CH2:5]2)[CH2:14][CH2:13]1)=[O:16])([CH3:20])[CH3:19]. The catalyst class is: 16.